Dataset: Forward reaction prediction with 1.9M reactions from USPTO patents (1976-2016). Task: Predict the product of the given reaction. (1) The product is: [Br:1][C:2]1[CH:3]=[CH:4][C:5]2[C:10]([CH3:11])([CH3:12])[O:9][C:8](=[O:13])[N:7]([CH3:15])[C:6]=2[CH:14]=1. Given the reactants [Br:1][C:2]1[CH:3]=[CH:4][C:5]2[C:10]([CH3:12])([CH3:11])[O:9][C:8](=[O:13])[NH:7][C:6]=2[CH:14]=1.[CH3:15][Si]([N-][Si](C)(C)C)(C)C.[Na+].CI, predict the reaction product. (2) Given the reactants Cl[C:2]1[N:9]=[CH:8][CH:7]=[C:6]([C:10]([F:13])([F:12])[F:11])[C:3]=1[C:4]#[N:5].[SH:14][CH2:15][C:16]([O:18]CC)=[O:17].[O-]CC.[Na+].Cl, predict the reaction product. The product is: [NH2:5][C:4]1[C:3]2[C:2](=[N:9][CH:8]=[CH:7][C:6]=2[C:10]([F:13])([F:12])[F:11])[S:14][C:15]=1[C:16]([OH:18])=[O:17]. (3) Given the reactants [CH3:1][CH:2]([CH3:11])[C:3](=O)[CH2:4][C:5]([O:7][CH2:8][CH3:9])=[O:6].[NH3:12], predict the reaction product. The product is: [NH2:12]/[C:3](/[CH:2]([CH3:11])[CH3:1])=[CH:4]/[C:5]([O:7][CH2:8][CH3:9])=[O:6]. (4) Given the reactants [CH:1]([NH2:4])([CH3:3])[CH3:2].[Br:5][C:6]1[CH:11]=[CH:10][C:9](F)=[C:8]([N+:13]([O-:15])=[O:14])[CH:7]=1, predict the reaction product. The product is: [Br:5][C:6]1[CH:11]=[CH:10][C:9]([NH:4][CH:1]([CH3:3])[CH3:2])=[C:8]([N+:13]([O-:15])=[O:14])[CH:7]=1.